From a dataset of Forward reaction prediction with 1.9M reactions from USPTO patents (1976-2016). Predict the product of the given reaction. (1) The product is: [NH2:95][C:79]1[C:80]2[C:85](=[C:84]([C:50]3[C:51]([C@@H:58]([NH:68][C:69](=[O:75])[O:70][C:71]([CH3:74])([CH3:73])[CH3:72])[CH2:59][C:60]4[CH:65]=[C:64]([F:66])[CH:63]=[C:62]([F:67])[CH:61]=4)=[N:52][C:53]([S:56][CH3:57])=[N:54][CH:55]=3)[CH:83]=[CH:82][CH:81]=2)[N:77]([CH3:76])[N:78]=1. Given the reactants FC(F)C1C2C(F)(F)CCC(F)(F)C=2N(CC(N[C@H](C2C(C3C=C4C(=CC=3)CNC4=O)=CN=C(SC)N=2)CC2C=C(F)C=C(F)C=2)=O)N=1.Br[C:50]1[C:51]([C@@H:58]([NH:68][C:69](=[O:75])[O:70][C:71]([CH3:74])([CH3:73])[CH3:72])[CH2:59][C:60]2[CH:65]=[C:64]([F:66])[CH:63]=[C:62]([F:67])[CH:61]=2)=[N:52][C:53]([S:56][CH3:57])=[N:54][CH:55]=1.[CH3:76][N:77]1[C:85]2[C:80](=[CH:81][CH:82]=[CH:83][C:84]=2B2OC(C)(C)C(C)(C)O2)[C:79]([NH2:95])=[N:78]1, predict the reaction product. (2) The product is: [NH2:1][C:2]1[N:10]=[C:9]2[C:5]([N:6]=[CH:7][N:8]2[CH2:18][C:19]2[CH:24]=[CH:23][CH:22]=[CH:21][CH:20]=2)=[C:4]([Cl:11])[N:3]=1. Given the reactants [NH2:1][C:2]1[N:10]=[C:9]2[C:5]([NH:6][CH:7]=[N:8]2)=[C:4]([Cl:11])[N:3]=1.C(=O)([O-])[O-].[K+].[K+].[CH2:18](Br)[C:19]1[CH:24]=[CH:23][CH:22]=[CH:21][CH:20]=1, predict the reaction product.